This data is from Full USPTO retrosynthesis dataset with 1.9M reactions from patents (1976-2016). The task is: Predict the reactants needed to synthesize the given product. Given the product [Cl:26][C:11]1[CH:12]=[CH:13][N:8]=[C:9]2[O:17][C:16]([I:18])=[C:15]([C:19]3[CH:24]=[CH:23][CH:22]=[CH:21][CH:20]=3)[C:10]=12, predict the reactants needed to synthesize it. The reactants are: C([N:8]1[CH:13]=[CH:12][C:11](=O)[C:10]2[C:15]([C:19]3[CH:24]=[CH:23][CH:22]=[CH:21][CH:20]=3)=[C:16]([I:18])[O:17][C:9]1=2)C1C=CC=CC=1.C(Cl)(Cl)[Cl:26].C(Cl)(=O)C(Cl)=O.